Dataset: Forward reaction prediction with 1.9M reactions from USPTO patents (1976-2016). Task: Predict the product of the given reaction. The product is: [Cl:1][C:2]1[C:10]([C:11]#[N:12])=[CH:9][CH:8]=[C:7]2[C:3]=1[CH:4]=[C:5]([CH:22]([F:23])[F:24])[NH:6]2. Given the reactants [Cl:1][C:2]1[C:10]([C:11]#[N:12])=[CH:9][CH:8]=[C:7]2[C:3]=1[CH:4]=[C:5]([CH:22]([F:24])[F:23])[N:6]2S(C1C=CC=CC=1)(=O)=O.CCCC[N+](CCCC)(CCCC)CCCC.[F-], predict the reaction product.